Dataset: Peptide-MHC class I binding affinity with 185,985 pairs from IEDB/IMGT. Task: Regression. Given a peptide amino acid sequence and an MHC pseudo amino acid sequence, predict their binding affinity value. This is MHC class I binding data. (1) The peptide sequence is AAMDDFQLI. The binding affinity (normalized) is 0.575. The MHC is HLA-A02:06 with pseudo-sequence HLA-A02:06. (2) The peptide sequence is VVYPDGYDK. The MHC is HLA-A03:01 with pseudo-sequence HLA-A03:01. The binding affinity (normalized) is 0.623. (3) The peptide sequence is SSLPSYAAY. The MHC is HLA-B15:01 with pseudo-sequence HLA-B15:01. The binding affinity (normalized) is 0.633. (4) The peptide sequence is PAASAIFDV. The MHC is HLA-B15:01 with pseudo-sequence HLA-B15:01. The binding affinity (normalized) is 0.0847. (5) The peptide sequence is LDEEFRQYTAF. The MHC is Mamu-A11 with pseudo-sequence Mamu-A11. The binding affinity (normalized) is 0.187.